Dataset: Full USPTO retrosynthesis dataset with 1.9M reactions from patents (1976-2016). Task: Predict the reactants needed to synthesize the given product. (1) Given the product [CH3:1][C:2]1[C:11]([C:12]2[S:13][C:14]([C:23]3[N:27]=[CH:26][N:25]([CH:28]4[CH2:33][CH2:32][CH2:31][CH2:30][O:29]4)[N:24]=3)=[C:15]([C:17]3[CH:22]=[CH:21][CH:20]=[CH:19][CH:18]=3)[N:16]=2)=[C:5]2[CH:6]=[C:7]([O:10][CH2:41][CH2:42][CH2:43][N:44]3[CH2:49][CH2:48][O:47][CH2:46][CH2:45]3)[CH:8]=[CH:9][N:4]2[N:3]=1, predict the reactants needed to synthesize it. The reactants are: [CH3:1][C:2]1[C:11]([C:12]2[S:13][C:14]([C:23]3[N:27]=[CH:26][N:25]([CH:28]4[CH2:33][CH2:32][CH2:31][CH2:30][O:29]4)[N:24]=3)=[C:15]([C:17]3[CH:22]=[CH:21][CH:20]=[CH:19][CH:18]=3)[N:16]=2)=[C:5]2[CH:6]=[C:7]([OH:10])[CH:8]=[CH:9][N:4]2[N:3]=1.C(=O)([O-])[O-].[K+].[K+].Cl[CH2:41][CH2:42][CH2:43][N:44]1[CH2:49][CH2:48][O:47][CH2:46][CH2:45]1.C(=O)(O)[O-].[Na+]. (2) The reactants are: [CH3:1][N:2]([C:4]([O:8][N:9]1[N:17]=[N:16][C:11]2[CH:12]=[CH:13][CH:14]=[CH:15][C:10]1=2)=[N+:5]([CH3:7])[CH3:6])[CH3:3].[B-:18]([F:22])([F:21])([F:20])[F:19].[CH:23]1[CH:24]=[CH:25][C:26]2[N:31]([OH:32])[N:30]=[N:29][C:27]=2[CH:28]=1.CCN(C(C)C)C(C)C.Cl. Given the product [CH3:7][N:5]([C:4]([O:8][N:9]1[N:17]=[N:16][C:11]2[CH:12]=[CH:13][CH:14]=[CH:15][C:10]1=2)=[N+:2]([CH3:1])[CH3:3])[CH3:6].[B-:18]([F:22])([F:21])([F:20])[F:19].[CH:23]1[CH:24]=[CH:25][C:26]2[N:31]([OH:32])[N:30]=[N:29][C:27]=2[CH:28]=1, predict the reactants needed to synthesize it. (3) Given the product [N:20]([C:2]1[CH:3]=[C:4]([NH:9][C:10]2[N:15]=[C:14]([C:16]([F:19])([F:18])[F:17])[CH:13]=[CH:12][N:11]=2)[CH:5]=[C:6]([CH3:8])[CH:7]=1)=[N+:21]=[N-:22], predict the reactants needed to synthesize it. The reactants are: I[C:2]1[CH:3]=[C:4]([NH:9][C:10]2[N:15]=[C:14]([C:16]([F:19])([F:18])[F:17])[CH:13]=[CH:12][N:11]=2)[CH:5]=[C:6]([CH3:8])[CH:7]=1.[N-:20]=[N+:21]=[N-:22].[Na+].O=C1O[C@H]([C@H](CO)O)C([O-])=C1O.[Na+].CN[C@@H]1CCCC[C@H]1NC. (4) Given the product [Cl:47][C:44]1[S:43][C:42]([C:40]([NH:39][CH2:38][C@@H:36]2[O:35][C:34](=[O:48])[N:33]([C:30]3[CH:31]=[CH:32][C:27]([N:23]4[CH2:24][CH2:25][CH2:26][N:21]([CH2:20][CH2:19][OH:18])[C:22]4=[O:50])=[C:28]([CH3:49])[CH:29]=3)[CH2:37]2)=[O:41])=[CH:46][CH:45]=1, predict the reactants needed to synthesize it. The reactants are: [Si]([O:18][CH2:19][CH2:20][N:21]1[CH2:26][CH2:25][CH2:24][N:23]([C:27]2[CH:32]=[CH:31][C:30]([N:33]3[CH2:37][C@H:36]([CH2:38][NH:39][C:40]([C:42]4[S:43][C:44]([Cl:47])=[CH:45][CH:46]=4)=[O:41])[O:35][C:34]3=[O:48])=[CH:29][C:28]=2[CH3:49])[C:22]1=[O:50])(C(C)(C)C)(C1C=CC=CC=1)C1C=CC=CC=1.[F-].C([N+](CCCC)(CCCC)CCCC)CCC.O.[Cl-].[Na+]. (5) Given the product [CH2:26]([O:25][C:23]([NH:17][C@@H:6]1[C@H:7]2[CH2:11][C@H:10]([CH:9]=[CH:8]2)[C@@H:5]1[C:3]([O:2][CH3:1])=[O:4])=[O:24])[C:27]1[CH:36]=[CH:35][CH:34]=[CH:33][CH:32]=1, predict the reactants needed to synthesize it. The reactants are: [CH3:1][O:2][C:3]([C@H:5]1[C@@H:10]2[CH2:11][C@@H:7]([CH:8]=[CH:9]2)[C@H:6]1C(O)=O)=[O:4].C([N:17](CC)CC)C.Cl[C:23]([O:25][CH2:26][CH3:27])=[O:24].[N-]=[N+]=[N-].[Na+].[CH2:32](O)[C:33]1C=C[CH:36]=[CH:35][CH:34]=1. (6) The reactants are: Cl[C:2]1[N:7]=[C:6]([C:8]2[N:12]3[CH:13]=[CH:14][CH:15]=[CH:16][C:11]3=[N:10][C:9]=2[C:17]2[CH:18]=[CH:19][C:20]([O:34][CH3:35])=[C:21]([CH:33]=2)[C:22]([NH:24][C:25]2[C:30]([F:31])=[CH:29][CH:28]=[CH:27][C:26]=2[F:32])=[O:23])[CH:5]=[CH:4][N:3]=1.[CH3:36][C:37]1[C:38]([N:46]2[CH2:51][CH2:50][N:49]([CH2:52][CH2:53][O:54][CH3:55])[CH2:48][CH2:47]2)=[CH:39][C:40]([O:44][CH3:45])=[C:41]([CH:43]=1)[NH2:42].C1(C)C=CC(S(O)(=O)=O)=CC=1.C(O)C(F)(F)F.N. Given the product [F:32][C:26]1[CH:27]=[CH:28][CH:29]=[C:30]([F:31])[C:25]=1[NH:24][C:22](=[O:23])[C:21]1[CH:33]=[C:17]([C:9]2[N:10]=[C:11]3[CH:16]=[CH:15][CH:14]=[CH:13][N:12]3[C:8]=2[C:6]2[CH:5]=[CH:4][N:3]=[C:2]([NH:42][C:41]3[CH:43]=[C:37]([CH3:36])[C:38]([N:46]4[CH2:47][CH2:48][N:49]([CH2:52][CH2:53][O:54][CH3:55])[CH2:50][CH2:51]4)=[CH:39][C:40]=3[O:44][CH3:45])[N:7]=2)[CH:18]=[CH:19][C:20]=1[O:34][CH3:35], predict the reactants needed to synthesize it. (7) Given the product [Cl:1][C:2]1[CH:3]=[C:4]2[C:9](=[CH:10][CH:11]=1)[NH:8][C:7](=[O:12])[C:6]([C:13]1[O:14][CH:15]=[C:16]([CH2:18][CH:19]([CH3:21])[CH3:20])[N:17]=1)=[C:5]2[C:22]1[CH:23]=[CH:24][CH:25]=[CH:26][CH:27]=1, predict the reactants needed to synthesize it. The reactants are: [Cl:1][C:2]1[CH:3]=[C:4]2[C:9](=[CH:10][CH:11]=1)[NH:8][C:7](=[O:12])[C:6]([C:13]1[O:14][CH2:15][CH:16]([CH2:18][CH:19]([CH3:21])[CH3:20])[N:17]=1)=[C:5]2[C:22]1[CH:27]=[CH:26][CH:25]=[CH:24][CH:23]=1. (8) Given the product [CH3:1][C@:2]12[C@H:10]([CH3:11])[CH2:9][C:8](=[O:16])[CH2:7][C@H:6]1[CH2:5][C:4]([CH:12]=[O:13])=[CH:3]2, predict the reactants needed to synthesize it. The reactants are: [CH3:1][C@:2]12[C@H:10]([CH3:11])[CH2:9][CH:8]=[CH:7][C@H:6]1[CH2:5][C:4]([CH:12]=[O:13])=[CH:3]2.CC(N(C)C)=[O:16]. (9) Given the product [C:36]([O:40][C:17](=[O:26])[NH:14][C:6]1[NH:7][N:8]=[C:4]([N+:1]([O-:3])=[O:2])[CH:5]=1)([CH3:39])([CH3:38])[CH3:37], predict the reactants needed to synthesize it. The reactants are: [N+:1]([C:4]1[CH:5]=[C:6](C(O)=O)[NH:7][N:8]=1)([O-:3])=[O:2].C([N:14]([CH2:17]C)CC)C.C1(P(N=[N+]=[N-])(C2C=CC=CC=2)=[O:26])C=CC=CC=1.[C:36]([OH:40])([CH3:39])([CH3:38])[CH3:37].